Dataset: Peptide-MHC class I binding affinity with 185,985 pairs from IEDB/IMGT. Task: Regression. Given a peptide amino acid sequence and an MHC pseudo amino acid sequence, predict their binding affinity value. This is MHC class I binding data. The peptide sequence is FIYFGKKQY. The MHC is HLA-A26:02 with pseudo-sequence HLA-A26:02. The binding affinity (normalized) is 0.0847.